This data is from Full USPTO retrosynthesis dataset with 1.9M reactions from patents (1976-2016). The task is: Predict the reactants needed to synthesize the given product. (1) Given the product [C:8]([O:12][C:13](=[O:28])[N:14]([C:21]1[CH:26]=[CH:25][CH:24]=[CH:23][C:22]=1[F:27])[C:15](=[O:20])[CH2:16][CH2:17][C:18]#[C:19][C:2]1[CH:7]=[CH:6][CH:5]=[CH:4][N:3]=1)([CH3:11])([CH3:9])[CH3:10], predict the reactants needed to synthesize it. The reactants are: Br[C:2]1[CH:7]=[CH:6][CH:5]=[CH:4][N:3]=1.[C:8]([O:12][C:13](=[O:28])[N:14]([C:21]1[CH:26]=[CH:25][CH:24]=[CH:23][C:22]=1[F:27])[C:15](=[O:20])[CH2:16][CH2:17][C:18]#[CH:19])([CH3:11])([CH3:10])[CH3:9]. (2) Given the product [N:10]([CH:1]1[C@@H:9]2[C@@H:4]([CH2:5][CH2:6][CH2:7][CH2:8]2)[CH2:3][NH:2]1)=[O:11], predict the reactants needed to synthesize it. The reactants are: [CH2:1]1[C@@H:9]2[C@@H:4]([CH2:5][CH2:6][CH2:7][CH2:8]2)[CH2:3][NH:2]1.[N:10]([O-])=[O:11].[Na+].